Dataset: Peptide-MHC class I binding affinity with 185,985 pairs from IEDB/IMGT. Task: Regression. Given a peptide amino acid sequence and an MHC pseudo amino acid sequence, predict their binding affinity value. This is MHC class I binding data. (1) The peptide sequence is KLKPRWLDA. The MHC is HLA-A30:01 with pseudo-sequence HLA-A30:01. The binding affinity (normalized) is 0.718. (2) The binding affinity (normalized) is 0. The peptide sequence is LTHVKINDK. The MHC is H-2-Dd with pseudo-sequence H-2-Dd. (3) The peptide sequence is QLMPYGCLL. The MHC is HLA-A02:01 with pseudo-sequence HLA-A02:01. The binding affinity (normalized) is 0.506. (4) The peptide sequence is GYAWIDFDI. The MHC is HLA-B08:02 with pseudo-sequence HLA-B08:02. The binding affinity (normalized) is 0.0847. (5) The peptide sequence is YTGLKALVL. The binding affinity (normalized) is 0.262. The MHC is BoLA-JSP.1 with pseudo-sequence YLEMYQEKAGNFFVSNLYLLSMFYSMAEQNYRWY. (6) The peptide sequence is SNPNLFWAV. The MHC is HLA-A68:02 with pseudo-sequence HLA-A68:02. The binding affinity (normalized) is 0.596. (7) The peptide sequence is NPTVDGITV. The MHC is HLA-B51:01 with pseudo-sequence HLA-B51:01. The binding affinity (normalized) is 0.191. (8) The peptide sequence is KLWIWIGSQ. The MHC is HLA-A02:01 with pseudo-sequence HLA-A02:01. The binding affinity (normalized) is 0.0847.